Dataset: Forward reaction prediction with 1.9M reactions from USPTO patents (1976-2016). Task: Predict the product of the given reaction. Given the reactants [CH:1]1([NH2:4])[CH2:3][CH2:2]1.[NH2:5][C:6]1[C:7]2[CH:19]=[C:18]([CH:20]=O)[S:17][C:8]=2[N:9]=[C:10]([C:12]2[O:13][CH:14]=[CH:15][CH:16]=2)[N:11]=1.C(C1SC(C#N)=CC=1)(C)(C)C, predict the reaction product. The product is: [CH:1]1([NH:4][CH2:20][C:18]2[S:17][C:8]3[N:9]=[C:10]([C:12]4[O:13][CH:14]=[CH:15][CH:16]=4)[N:11]=[C:6]([NH2:5])[C:7]=3[CH:19]=2)[CH2:3][CH2:2]1.